Task: Predict the reactants needed to synthesize the given product.. Dataset: Full USPTO retrosynthesis dataset with 1.9M reactions from patents (1976-2016) (1) Given the product [CH3:18][C:17]1[C:13]2[CH2:14][CH2:15][O:16][C:12]=2[CH:11]=[C:10]([CH3:19])[C:9]=1[NH2:8], predict the reactants needed to synthesize it. The reactants are: C([NH:8][C:9]1[C:10]([CH3:19])=[CH:11][C:12]2[O:16][CH2:15][CH2:14][C:13]=2[C:17]=1[CH3:18])C1C=CC=CC=1. (2) Given the product [Cl:24][CH2:25][C:26]([N:13]([CH:7]1[CH2:6][CH2:5][C:4]2[C:9](=[CH:10][CH:11]=[CH:12][C:3]=2[O:2][CH3:1])[CH2:8]1)[CH2:14][CH2:15][CH3:16])=[O:27], predict the reactants needed to synthesize it. The reactants are: [CH3:1][O:2][C:3]1[CH:12]=[CH:11][CH:10]=[C:9]2[C:4]=1[CH2:5][CH2:6][CH:7]([NH:13][CH2:14][CH2:15][CH3:16])[CH2:8]2.C(N(CC)CC)C.[Cl:24][CH2:25][C:26](Cl)=[O:27]. (3) Given the product [F:20][C:21]([F:34])([F:35])[C:22]1[CH:23]=[C:24]([NH:32][NH:33][C:10](=[O:12])[CH:9]([C:8]2[CH:7]=[CH:6][CH:5]=[CH:4][C:3]=2[O:2][CH3:1])[N:13]2[CH2:18][CH2:17][N:16]([CH3:19])[CH2:15][CH2:14]2)[CH:25]=[C:26]([C:28]([F:31])([F:29])[F:30])[CH:27]=1, predict the reactants needed to synthesize it. The reactants are: [CH3:1][O:2][C:3]1[C:8]([CH:9]([N:13]2[CH2:18][CH2:17][N:16]([CH3:19])[CH2:15][CH2:14]2)[C:10]([OH:12])=O)=[CH:7][CH:6]=[CH:5][CH:4]=1.[F:20][C:21]([F:35])([F:34])[C:22]1[CH:23]=[C:24]([NH:32][NH2:33])[CH:25]=[C:26]([C:28]([F:31])([F:30])[F:29])[CH:27]=1.CN1CCOCC1.F[P-](F)(F)(F)(F)F.N1(O[P+](N(C)C)(N(C)C)N(C)C)C2C=CC=CC=2N=N1.[OH-].[Na+]. (4) Given the product [CH:23]1([N:29]2[CH:33]=[C:32]([CH2:34][C:35]([OH:37])=[O:36])[C:31]([O:12][CH2:11][CH2:10][CH2:9][C:8]3[C:4]([CH2:1][CH2:2][CH3:3])=[N:5][N:6]([C:13]4[CH:18]=[CH:17][C:16]([C:19]([F:21])([F:20])[F:22])=[CH:15][N:14]=4)[CH:7]=3)=[N:30]2)[CH2:24][CH2:25][CH2:26][CH2:27][CH2:28]1, predict the reactants needed to synthesize it. The reactants are: [CH2:1]([C:4]1[C:8]([CH2:9][CH2:10][CH2:11][OH:12])=[CH:7][N:6]([C:13]2[CH:18]=[CH:17][C:16]([C:19]([F:22])([F:21])[F:20])=[CH:15][N:14]=2)[N:5]=1)[CH2:2][CH3:3].[CH:23]1([N:29]2[CH:33]=[C:32]([CH2:34][C:35]([O:37]CC)=[O:36])[C:31](O)=[N:30]2)[CH2:28][CH2:27][CH2:26][CH2:25][CH2:24]1.C(P(CCCC)CCCC)CCC.N(C(N1CCCCC1)=O)=NC(N1CCCCC1)=O. (5) The reactants are: O1CCCCC1[N:7]1[C:15]2[C:10](=[CH:11][C:12]([C:16]3[N:20]=[CH:19][N:18](C(C4C=CC=CC=4)(C4C=CC=CC=4)C4C=CC=CC=4)[N:17]=3)=[CH:13][CH:14]=2)[C:9]([C:40]2[CH:45]=[CH:44][C:43]([NH2:46])=[CH:42][CH:41]=2)=[N:8]1.[CH3:47][S:48](Cl)(=[O:50])=[O:49].C(N(CC)CC)C. Given the product [NH:18]1[CH:19]=[N:20][C:16]([C:12]2[CH:11]=[C:10]3[C:15](=[CH:14][CH:13]=2)[NH:7][N:8]=[C:9]3[C:40]2[CH:45]=[CH:44][C:43]([NH:46][S:48]([CH3:47])(=[O:50])=[O:49])=[CH:42][CH:41]=2)=[N:17]1, predict the reactants needed to synthesize it. (6) Given the product [Br:8][C:5]1[CH:4]=[N:3][C:2]([N:12]2[CH2:13][CH2:14][C@H:10]([NH2:9])[CH2:11]2)=[N:7][CH:6]=1, predict the reactants needed to synthesize it. The reactants are: Cl[C:2]1[N:7]=[CH:6][C:5]([Br:8])=[CH:4][N:3]=1.[NH2:9][C@H:10]1[CH2:14][CH2:13][NH:12][CH2:11]1. (7) Given the product [CH2:18]([C:14]1[O:1][C:2]2[CH:7]=[CH:6][C:5]([NH:8][S:9]([CH3:12])(=[O:11])=[O:10])=[CH:4][C:3]=2[C:15]=1[C:16]#[N:17])[CH2:19][CH2:20][CH3:21], predict the reactants needed to synthesize it. The reactants are: [O:1]=[C:2]1[CH:7]=[CH:6][C:5](=[N:8][S:9]([CH3:12])(=[O:11])=[O:10])[CH:4]=[CH:3]1.O=[C:14]([CH2:18][CH2:19][CH2:20][CH3:21])[CH2:15][C:16]#[N:17].C[O-].[Na+].O.